From a dataset of Forward reaction prediction with 1.9M reactions from USPTO patents (1976-2016). Predict the product of the given reaction. Given the reactants [Br:1][C:2]1[CH:3]=[CH:4][C:5]2[S:9](=[O:11])(=[O:10])[N:8](C(C)(C)C)[CH2:7][C:6]=2[CH:16]=1, predict the reaction product. The product is: [Br:1][C:2]1[CH:3]=[CH:4][C:5]2[S:9](=[O:10])(=[O:11])[NH:8][CH2:7][C:6]=2[CH:16]=1.